This data is from CYP2C9 inhibition data for predicting drug metabolism from PubChem BioAssay. The task is: Regression/Classification. Given a drug SMILES string, predict its absorption, distribution, metabolism, or excretion properties. Task type varies by dataset: regression for continuous measurements (e.g., permeability, clearance, half-life) or binary classification for categorical outcomes (e.g., BBB penetration, CYP inhibition). Dataset: cyp2c9_veith. (1) The drug is COc1ccc(S(=O)(=O)n2ccc(-c3cnc(-c4ccccc4)s3)n2)cc1. The result is 1 (inhibitor). (2) The drug is O=C(Nc1ccn(Cc2ccccc2F)n1)c1ccc(COc2cc(Cl)ccc2Cl)o1. The result is 1 (inhibitor). (3) The molecule is O=Nc1c(O)n(Cc2ccc(Cl)cc2)c2ccccc12. The result is 1 (inhibitor). (4) The result is 0 (non-inhibitor). The drug is COC(=O)N1CCC[C@@]2(CCN(Cc3nccs3)C2)C1.